Task: Predict the reaction yield, written as a fraction of the theoretical maximum amount of product (1.0 means a 100% yield; for example, 0.34 means a 34% yield).. Dataset: Reaction yield outcomes from USPTO patents with 853,638 reactions (1) The reactants are [CH3:1][CH:2]1[C:10]2[C:9](O)=[N:8][CH:7]=[N:6][C:5]=2[CH2:4][O:3]1.O=P(Cl)(Cl)[Cl:14]. The catalyst is C(#N)C. The product is [Cl:14][C:9]1[C:10]2[CH:2]([CH3:1])[O:3][CH2:4][C:5]=2[N:6]=[CH:7][N:8]=1. The yield is 0.960. (2) The reactants are [Cl:1][C:2]1[CH:7]=[C:6]([Cl:8])[N:5]=[C:4]([S:9]([CH3:12])(=O)=O)[N:3]=1.[Cl:13][C:14]1[CH:29]=[CH:28][CH:27]=[CH:26][C:15]=1[C:16]([NH:18][C:19]1[CH:24]=[CH:23]C(S)=[CH:21][CH:20]=1)=[O:17].C(#N)C.C(N(CC)CC)C. The catalyst is O. The product is [Cl:13][C:14]1[CH:29]=[CH:28][CH:27]=[CH:26][C:15]=1[C:16]([NH:18][C:19]1[CH:20]=[CH:21][C:12]([S:9][C:4]2[N:3]=[C:2]([Cl:1])[CH:7]=[C:6]([Cl:8])[N:5]=2)=[CH:23][CH:24]=1)=[O:17]. The yield is 0.740. (3) The reactants are [N:1]1([C:5]([C:7]2[S:15][C:14]3[C:9](=[N:10][CH:11]=[CH:12][C:13]=3Cl)[CH:8]=2)=[O:6])[CH2:4][CH2:3][CH2:2]1.[CH:17]1([CH2:20][NH:21][C:22]([C:24]2[C:25]3[CH:33]=[CH:32][C:31]([OH:34])=[CH:30][C:26]=3[S:27][C:28]=2[CH3:29])=[O:23])[CH2:19][CH2:18]1.C([O-])([O-])=O.[Cs+].[Cs+]. No catalyst specified. The product is [CH:17]1([CH2:20][NH:21][C:22]([C:24]2[C:25]3[CH:33]=[CH:32][C:31]([O:34][C:13]4[CH:12]=[CH:11][N:10]=[C:9]5[CH:8]=[C:7]([C:5]([N:1]6[CH2:4][CH2:3][CH2:2]6)=[O:6])[S:15][C:14]=45)=[CH:30][C:26]=3[S:27][C:28]=2[CH3:29])=[O:23])[CH2:19][CH2:18]1. The yield is 0.540. (4) The reactants are [Cl:1][C:2]1[C:7]([S:8]([CH3:11])(=[O:10])=[O:9])=[CH:6][CH:5]=[CH:4][C:3]=1[C:12]1[CH2:13][CH2:14][N:15]([CH2:18][CH2:19][CH3:20])[CH2:16][CH:17]=1.Cl. The catalyst is CO.[Pt]=O. The product is [Cl:1][C:2]1[C:7]([S:8]([CH3:11])(=[O:10])=[O:9])=[CH:6][CH:5]=[CH:4][C:3]=1[CH:12]1[CH2:17][CH2:16][N:15]([CH2:18][CH2:19][CH3:20])[CH2:14][CH2:13]1. The yield is 0.750. (5) The reactants are [CH2:1]([O:3][C:4](=[O:14])[C:5]1[C:10](Cl)=[CH:9][C:8](Cl)=[N:7][C:6]=1[CH3:13])C.[CH3:15][O-:16].[Na+].[CH3:18][OH:19]. No catalyst specified. The product is [CH3:1][O:3][C:4](=[O:14])[C:5]1[C:10]([O:16][CH3:15])=[CH:9][C:8]([O:19][CH3:18])=[N:7][C:6]=1[CH3:13]. The yield is 0.670. (6) The product is [CH2:23]([C:6]1[N:7]=[C:8]([Cl:15])[C:9]2[C:14]([C:5]=1[OH:4])=[CH:13][CH:12]=[CH:11][CH:10]=2)[CH:19]=[CH2:21]. The reactants are C([O:4][C:5]1[C:14]2[C:9](=[CH:10][CH:11]=[CH:12][CH:13]=2)[C:8]([Cl:15])=[N:7][CH:6]=1)C=C.CCO[C:19]([CH3:21])=O.O.[CH3:23]OCCOCCOC. The yield is 0.670. The catalyst is [Cl-].[Na+].O.